This data is from TCR-epitope binding with 47,182 pairs between 192 epitopes and 23,139 TCRs. The task is: Binary Classification. Given a T-cell receptor sequence (or CDR3 region) and an epitope sequence, predict whether binding occurs between them. (1) The epitope is EHPTFTSQYRIQGKL. The TCR CDR3 sequence is CASSYRGNIQYF. Result: 0 (the TCR does not bind to the epitope). (2) The epitope is CINGVCWTV. The TCR CDR3 sequence is CASSTGGGTEAFF. Result: 1 (the TCR binds to the epitope). (3) The epitope is VLAWLYAAV. The TCR CDR3 sequence is CASSLVEYNEQFF. Result: 1 (the TCR binds to the epitope).